Task: Predict the reactants needed to synthesize the given product.. Dataset: Full USPTO retrosynthesis dataset with 1.9M reactions from patents (1976-2016) (1) Given the product [Br:1][C:2]1[CH:7]=[CH:6][C:5]([NH:8][C:9]([NH:12][CH3:11])=[O:10])=[CH:4][CH:3]=1, predict the reactants needed to synthesize it. The reactants are: [Br:1][C:2]1[CH:7]=[CH:6][C:5]([N:8]=[C:9]=[O:10])=[CH:4][CH:3]=1.[CH3:11][NH2:12]. (2) Given the product [Cl:18][C:19]1[CH:27]=[C:26]([F:28])[CH:25]=[CH:24][C:20]=1[C:21]([NH:6][C:5]1[CH:7]=[CH:8][C:2]([F:1])=[C:3]([N+:9]([O-:11])=[O:10])[CH:4]=1)=[O:22], predict the reactants needed to synthesize it. The reactants are: [F:1][C:2]1[CH:8]=[CH:7][C:5]([NH2:6])=[CH:4][C:3]=1[N+:9]([O-:11])=[O:10].O1CCOCC1.[Cl:18][C:19]1[CH:27]=[C:26]([F:28])[CH:25]=[CH:24][C:20]=1[C:21](Cl)=[O:22]. (3) Given the product [Cl:36][C:30]1[CH:31]=[CH:32][CH:33]=[C:34]([Cl:35])[C:29]=1[C:22]1[C:21]([CH2:20][O:19][C:16]2[N:15]=[C:14]([CH3:37])[C:13]([N:12]([CH3:41])[C:10](=[O:11])[C:9]3[CH:8]=[CH:7][C:6]([C:5]([OH:4])=[O:40])=[CH:39][CH:38]=3)=[CH:18][CH:17]=2)=[C:25]([CH:26]([CH3:27])[CH3:28])[O:24][N:23]=1, predict the reactants needed to synthesize it. The reactants are: [H-].[Na+].C[O:4][C:5](=[O:40])[C:6]1[CH:39]=[CH:38][C:9]([C:10]([NH:12][C:13]2[C:14]([CH3:37])=[N:15][C:16]([O:19][CH2:20][C:21]3[C:22]([C:29]4[C:34]([Cl:35])=[CH:33][CH:32]=[CH:31][C:30]=4[Cl:36])=[N:23][O:24][C:25]=3[CH:26]([CH3:28])[CH3:27])=[CH:17][CH:18]=2)=[O:11])=[CH:8][CH:7]=1.[CH3:41]I.[OH-].[Na+].